Task: Predict the reaction yield, written as a fraction of the theoretical maximum amount of product (1.0 means a 100% yield; for example, 0.34 means a 34% yield).. Dataset: Reaction yield outcomes from USPTO patents with 853,638 reactions (1) The reactants are [I:1][C:2]1[CH:7]=[CH:6][N:5]=[C:4]([O:8][CH3:9])[C:3]=1[C:10]1[NH:11][C:12]2[C:17]([CH:18]=1)=[CH:16][CH:15]=C(NC)C=2.C(OC(=O)C)(=[O:23])C.[CH2:28]([N:30]([CH2:33][CH3:34])[CH2:31][CH3:32])C.O. The catalyst is C(Cl)Cl. The product is [I:1][C:2]1[CH:7]=[CH:6][N:5]=[C:4]([O:8][CH3:9])[C:3]=1[C:10]1[NH:11][C:12]2[C:17]([CH:18]=1)=[CH:16][CH:15]=[C:31]([N:30]([CH3:28])[C:33](=[O:23])[CH3:34])[CH:32]=2. The yield is 0.530. (2) The reactants are [CH3:1][C:2]1[N:3]([S:18]([C:21]2[CH:26]=[CH:25][CH:24]=[C:23]([CH3:27])[CH:22]=2)(=[O:20])=[O:19])[C:4]([C:12]2[CH:17]=[CH:16][CH:15]=[CH:14][CH:13]=2)=[CH:5][C:6]=1[C:7](OCC)=[O:8].C1(C)C=CC=CC=1.[H-].C([Al+]CC(C)C)C(C)C.Cl. The catalyst is O1CCCC1. The product is [CH3:1][C:2]1[N:3]([S:18]([C:21]2[CH:26]=[CH:25][CH:24]=[C:23]([CH3:27])[CH:22]=2)(=[O:19])=[O:20])[C:4]([C:12]2[CH:13]=[CH:14][CH:15]=[CH:16][CH:17]=2)=[CH:5][C:6]=1[CH:7]=[O:8]. The yield is 0.480. (3) The reactants are Cl[C:2]1[N:7]([CH3:8])[C:6](=[O:9])[CH:5]=[C:4]([C:10]2[CH:15]=[CH:14][N:13]=[CH:12][C:11]=2[F:16])[N:3]=1.[CH2:17]([CH:24]1[CH2:28][CH2:27][CH2:26][NH:25]1)[C:18]1[CH:23]=[CH:22][CH:21]=[CH:20][CH:19]=1.C(N(CC)CC)C. The catalyst is O1CCCC1. The product is [CH2:17]([CH:24]1[CH2:28][CH2:27][CH2:26][N:25]1[C:2]1[N:7]([CH3:8])[C:6](=[O:9])[CH:5]=[C:4]([C:10]2[CH:15]=[CH:14][N:13]=[CH:12][C:11]=2[F:16])[N:3]=1)[C:18]1[CH:23]=[CH:22][CH:21]=[CH:20][CH:19]=1. The yield is 0.800. (4) The reactants are [CH:1](=O)[C:2]1[CH:7]=[CH:6][CH:5]=[CH:4][CH:3]=1.[O:9]=[C:10]([CH:13](P(=O)(OCC)OCC)[CH2:14][CH2:15][CH2:16][CH2:17][CH3:18])[CH2:11][CH3:12]. No catalyst specified. The product is [CH:1](=[C:13](/[CH2:14][CH2:15][CH2:16][CH2:17][CH3:18])\[C:10](=[O:9])[CH2:11][CH3:12])/[C:2]1[CH:7]=[CH:6][CH:5]=[CH:4][CH:3]=1. The yield is 0.120. (5) The reactants are Cl[C:2]1[N:11]=[C:10]([N:12]2[CH2:17][CH2:16][O:15][CH2:14][CH2:13]2)[C:9]2[C:4](=[CH:5][C:6]([C:19]3[CH:20]=[N:21][CH:22]=[CH:23][CH:24]=3)=[C:7]([F:18])[CH:8]=2)[N:3]=1.[CH3:25][N:26]1[CH2:31][CH2:30][N:29]([C:32]([C:34]2[CH:39]=[CH:38][C:37]([NH:40][C:41]([NH:43][C:44]3[CH:49]=[CH:48][C:47](B4OC(C)(C)C(C)(C)O4)=[CH:46][CH:45]=3)=[O:42])=[CH:36][CH:35]=2)=[O:33])[CH2:28][CH2:27]1.C(=O)([O-])[O-].[Cs+].[Cs+].CN(C=O)C. The catalyst is Cl[Pd](Cl)([P](C1C=CC=CC=1)(C1C=CC=CC=1)C1C=CC=CC=1)[P](C1C=CC=CC=1)(C1C=CC=CC=1)C1C=CC=CC=1.O. The product is [F:18][C:7]1[CH:8]=[C:9]2[C:4](=[CH:5][C:6]=1[C:19]1[CH:20]=[N:21][CH:22]=[CH:23][CH:24]=1)[N:3]=[C:2]([C:47]1[CH:48]=[CH:49][C:44]([NH:43][C:41]([NH:40][C:37]3[CH:38]=[CH:39][C:34]([C:32]([N:29]4[CH2:28][CH2:27][N:26]([CH3:25])[CH2:31][CH2:30]4)=[O:33])=[CH:35][CH:36]=3)=[O:42])=[CH:45][CH:46]=1)[N:11]=[C:10]2[N:12]1[CH2:17][CH2:16][O:15][CH2:14][CH2:13]1. The yield is 0.0600. (6) The reactants are [CH:1]([N-:4]C(C)C)(C)[CH3:2].[Li+].C(#N)C.[CH2:12]([N:16]([CH2:40][CH2:41][CH2:42][CH3:43])[C:17]1[CH:22]=[CH:21][C:20]([CH:23]=[CH:24][C:25]2[CH2:30][C:29]([CH3:32])([CH3:31])[CH2:28][C:27](=O)[C:26]=2[CH2:34][CH2:35][CH2:36][CH3:37])=[C:19](OC)[CH:18]=1)[CH2:13][CH2:14][CH3:15].[C:44](=[O:47])(O)[O-].[Na+]. The catalyst is O1CCCC1.C(O)(=O)C.ClCCl.O. The product is [CH2:34]([C:26]1[C:27](=[CH:2][C:1]#[N:4])[CH2:28][C:29]([CH3:32])([CH3:31])[CH2:30][C:25]=1[CH:24]=[CH:23][C:20]1[CH:21]=[CH:22][C:17]([N:16]([CH2:40][CH2:41][CH2:42][CH3:43])[CH2:12][CH2:13][CH2:14][CH3:15])=[CH:18][C:19]=1[O:47][CH3:44])[CH2:35][CH2:36][CH3:37]. The yield is 0.393. (7) The reactants are [CH2:1]([C:5]1[N:6]=[C:7]([CH3:42])[N:8]([C:36]2[CH:41]=[CH:40][CH:39]=[CH:38][N:37]=2)[C:9](=[O:35])[C:10]=1[CH2:11][C:12]1[CH:28]=[C:27]([CH2:29][CH2:30][CH3:31])[C:15]([O:16][CH:17]([C:21]2[CH:26]=[CH:25][CH:24]=[CH:23][CH:22]=2)[C:18](O)=[O:19])=[C:14]([CH2:32][CH2:33][CH3:34])[CH:13]=1)[CH2:2][CH2:3][CH3:4].O.O[N:45]1C2C=CC=CC=2N=N1.Cl.C(N=C=NCCCN(C)C)C.N. The product is [CH2:1]([C:5]1[N:6]=[C:7]([CH3:42])[N:8]([C:36]2[CH:41]=[CH:40][CH:39]=[CH:38][N:37]=2)[C:9](=[O:35])[C:10]=1[CH2:11][C:12]1[CH:28]=[C:27]([CH2:29][CH2:30][CH3:31])[C:15]([O:16][CH:17]([C:21]2[CH:22]=[CH:23][CH:24]=[CH:25][CH:26]=2)[C:18]([NH2:45])=[O:19])=[C:14]([CH2:32][CH2:33][CH3:34])[CH:13]=1)[CH2:2][CH2:3][CH3:4]. The catalyst is ClCCl.O. The yield is 0.842. (8) The reactants are [CH3:1][C:2]1[N:6]=[CH:5][NH:4][N:3]=1.F[C:8]1[CH:13]=[CH:12][C:11]([N+:14]([O-:16])=[O:15])=[CH:10][C:9]=1[O:17][CH3:18].C(=O)([O-])[O-].[K+].[K+]. The catalyst is CN(C=O)C. The product is [CH3:18][O:17][C:9]1[CH:10]=[C:11]([N+:14]([O-:16])=[O:15])[CH:12]=[CH:13][C:8]=1[N:4]1[CH:5]=[N:6][C:2]([CH3:1])=[N:3]1. The yield is 0.370. (9) The reactants are [CH3:1][O:2][C:3]1[CH:12]=[CH:11][C:10]2[C:5](=[C:6]([OH:13])[CH:7]=[CH:8][CH:9]=2)[N:4]=1.Br[CH:15]([C:21]([O:23][CH2:24][CH3:25])=[O:22])[C:16]([O:18][CH2:19][CH3:20])=[O:17].C([O-])([O-])=O.[Cs+].[Cs+]. The catalyst is CN(C=O)C. The product is [CH2:19]([O:18][C:16](=[O:17])[CH:15]([O:13][C:6]1[CH:7]=[CH:8][CH:9]=[C:10]2[C:5]=1[N:4]=[C:3]([O:2][CH3:1])[CH:12]=[CH:11]2)[C:21]([O:23][CH2:24][CH3:25])=[O:22])[CH3:20]. The yield is 0.750.